Dataset: Full USPTO retrosynthesis dataset with 1.9M reactions from patents (1976-2016). Task: Predict the reactants needed to synthesize the given product. (1) Given the product [Cl:18][C:19]1[CH:35]=[CH:34][C:22]2[N:23]([CH:28]3[CH2:29][CH2:30][N:31]([C:15](=[O:17])[CH2:14][CH2:13][CH2:12][C:4]4[NH:3][C:2](=[O:1])[C:11]5[C:6](=[CH:7][CH:8]=[CH:9][CH:10]=5)[N:5]=4)[CH2:32][CH2:33]3)[C:24](=[O:27])[N:25]([CH3:26])[C:21]=2[CH:20]=1, predict the reactants needed to synthesize it. The reactants are: [O:1]=[C:2]1[C:11]2[C:6](=[CH:7][CH:8]=[CH:9][CH:10]=2)[N:5]=[C:4]([CH2:12][CH2:13][CH2:14][C:15]([OH:17])=O)[NH:3]1.[Cl:18][C:19]1[CH:35]=[CH:34][C:22]2[N:23]([CH:28]3[CH2:33][CH2:32][NH:31][CH2:30][CH2:29]3)[C:24](=[O:27])[N:25]([CH3:26])[C:21]=2[CH:20]=1. (2) Given the product [C:7]([O:11][C:12]([CH2:14][O:15][C:16]1[C:21]([Cl:22])=[CH:20][C:19]([Cl:23])=[CH:18][C:17]=1[CH:24]([NH:29][C:30]1[CH:31]=[CH:32][C:33]([C:36](=[NH:39])[NH:37][OH:38])=[CH:34][CH:35]=1)[C:25]([OH:27])=[O:26])=[O:13])([CH3:10])([CH3:8])[CH3:9], predict the reactants needed to synthesize it. The reactants are: C(=O)([O-])[O-].[Li+].[Li+].[C:7]([O:11][C:12]([CH2:14][O:15][C:16]1[C:21]([Cl:22])=[CH:20][C:19]([Cl:23])=[CH:18][C:17]=1[CH:24]([NH:29][C:30]1[CH:35]=[CH:34][C:33]([C:36](=[NH:39])[NH:37][OH:38])=[CH:32][CH:31]=1)[C:25]([O:27]C)=[O:26])=[O:13])([CH3:10])([CH3:9])[CH3:8]. (3) Given the product [CH2:1]([N:8]([CH2:23][C:24]1[CH:25]=[CH:26][CH:27]=[CH:28][CH:29]=1)[C@H:9]1[CH2:14][CH2:13][C@@H:12]([N:15]([CH:17]([CH3:19])[CH3:18])[CH3:16])[CH2:43][C@H:39]1[CH2:40][C:41](=[O:42])[CH:30]([CH3:32])[CH3:31])[C:2]1[CH:7]=[CH:6][CH:5]=[CH:4][CH:3]=1, predict the reactants needed to synthesize it. The reactants are: [CH2:1]([N:8]([CH2:23][C:24]1[CH:29]=[CH:28][CH:27]=[CH:26][CH:25]=1)[C@H:9]1[CH2:14][CH2:13][C@@H:12]([N:15]([CH:17]([CH3:19])[CH3:18])[CH3:16])C[C@H]1CC#N)[C:2]1[CH:7]=[CH:6][CH:5]=[CH:4][CH:3]=1.[CH:30]([Li])([CH3:32])[CH3:31].CCCCC.[CH2:39]1[CH2:43][O:42][CH2:41][CH2:40]1. (4) The reactants are: [CH2:1]([O:8][C:9]([NH:11][C:12]1[CH:27]=[CH:26][C:15]([O:16][C:17]2[CH:22]=[CH:21][N:20]=[C:19](C(O)=O)[CH:18]=2)=[C:14]([F:28])[CH:13]=1)=[O:10])[C:2]1[CH:7]=[CH:6][CH:5]=[CH:4][CH:3]=1.C([N:31]([CH2:34]C)CC)C.C1(P(N=[N+]=[N-])(C2C=CC=CC=2)=[O:43])C=CC=CC=1.[C:53]([OH:57])([CH3:56])([CH3:55])[CH3:54]. Given the product [C:53]([O:57][C:34](=[O:43])[NH:31][C:19]1[CH:18]=[C:17]([O:16][C:15]2[CH:26]=[CH:27][C:12]([NH:11][C:9]([O:8][CH2:1][C:2]3[CH:7]=[CH:6][CH:5]=[CH:4][CH:3]=3)=[O:10])=[CH:13][C:14]=2[F:28])[CH:22]=[CH:21][N:20]=1)([CH3:56])([CH3:55])[CH3:54], predict the reactants needed to synthesize it. (5) Given the product [Br:1][C:2]1[C:11]([O:12][CH2:33][C:34]#[N:35])=[CH:10][CH:9]=[C:8]2[C:3]=1[CH:4]=[CH:5][C:6]([CH2:13][NH:14][C:15]([C:17]1[CH:21]=[N:20][N:19]([C:22]3[CH:27]=[CH:26][CH:25]=[CH:24][CH:23]=3)[C:18]=1[CH2:28][CH2:29][CH3:30])=[O:16])=[CH:7]2, predict the reactants needed to synthesize it. The reactants are: [Br:1][C:2]1[C:11]([OH:12])=[CH:10][CH:9]=[C:8]2[C:3]=1[CH:4]=[CH:5][C:6]([CH2:13][NH:14][C:15]([C:17]1[CH:21]=[NH+:20][N:19]([C:22]3[CH:27]=[CH:26][CH:25]=[CH:24][CH:23]=3)[C:18]=1[CH2:28][CH2:29][CH3:30])=[O:16])=[CH:7]2.[Br-].Br[CH2:33][C:34]#[N:35].C(=O)([O-])[O-].[K+].[K+]. (6) Given the product [NH2:1][C:2]1[N:6]([C@@H:7]2[CH2:12][CH2:11][CH2:10][N:9]([C:42](=[O:43])/[CH:41]=[CH:40]/[CH:39]([F:45])[F:38])[CH2:8]2)[N:5]=[C:4]([C:20]2[CH:25]=[CH:24][C:23]([O:26][C:27]3[CH:32]=[CH:31][C:30]([F:33])=[CH:29][C:28]=3[F:34])=[CH:22][CH:21]=2)[C:3]=1[C:35]([NH2:37])=[O:36], predict the reactants needed to synthesize it. The reactants are: [NH2:1][C:2]1[N:6]([C@@H:7]2[CH2:12][CH2:11][CH2:10][N:9](C(=O)/C=C/CCO)[CH2:8]2)[N:5]=[C:4]([C:20]2[CH:25]=[CH:24][C:23]([O:26][C:27]3[CH:32]=[CH:31][C:30]([F:33])=[CH:29][C:28]=3[F:34])=[CH:22][CH:21]=2)[C:3]=1[C:35]([NH2:37])=[O:36].[F:38][CH:39]([F:45])/[CH:40]=[CH:41]/[C:42](O)=[O:43]. (7) Given the product [CH3:1][C:2]1[CH:16]=[C:15]([C:17](=[N:25][O:26][CH2:27][C:28]2[CH:33]=[CH:32][C:31]([C:34]([F:35])([F:37])[F:36])=[CH:30][CH:29]=2)[CH2:18][C:19]2[CH:24]=[CH:23][CH:22]=[CH:21][CH:20]=2)[CH:14]=[CH:13][C:3]=1[O:4][CH2:5][C:6]([NH:8][CH2:9][C:10]([N:38]1[CH2:43][CH2:42][O:41][CH2:40][CH2:39]1)=[O:11])=[O:7], predict the reactants needed to synthesize it. The reactants are: [CH3:1][C:2]1[CH:16]=[C:15]([C:17](=[N:25][O:26][CH2:27][C:28]2[CH:33]=[CH:32][C:31]([C:34]([F:37])([F:36])[F:35])=[CH:30][CH:29]=2)[CH2:18][C:19]2[CH:24]=[CH:23][CH:22]=[CH:21][CH:20]=2)[CH:14]=[CH:13][C:3]=1[O:4][CH2:5][C:6]([NH:8][CH2:9][C:10](O)=[O:11])=[O:7].[NH:38]1[CH2:43][CH2:42][O:41][CH2:40][CH2:39]1.C1C=CC2N(O)N=NC=2C=1.CCN=C=NCCCN(C)C.C(N1CCOCC1)C. (8) Given the product [O:7]([C:14]1[CH:19]=[CH:18][C:17]([C:24]2[C:25]([NH2:30])=[N:26][CH:27]=[CH:28][CH:29]=2)=[CH:16][CH:15]=1)[C:8]1[CH:13]=[CH:12][CH:11]=[CH:10][CH:9]=1, predict the reactants needed to synthesize it. The reactants are: C(=O)([O-])[O-].[Na+].[Na+].[O:7]([C:14]1[CH:19]=[CH:18][C:17](B(O)O)=[CH:16][CH:15]=1)[C:8]1[CH:13]=[CH:12][CH:11]=[CH:10][CH:9]=1.Br[C:24]1[C:25]([NH2:30])=[N:26][CH:27]=[CH:28][CH:29]=1. (9) Given the product [CH3:16][C:15]1[NH:18][C:19]([C:23]([F:26])([F:25])[F:24])=[C:20]([C:21]#[N:22])[CH:11]([C:8]2[CH:9]=[C:10]3[C:5](=[CH:6][CH:7]=2)[NH:4][N:3]=[C:2]3[CH3:1])[C:12]=1[C:13]#[N:14], predict the reactants needed to synthesize it. The reactants are: [CH3:1][C:2]1[C:10]2[C:5](=[CH:6][CH:7]=[C:8](/[CH:11]=[C:12](/[C:15](=O)[CH3:16])\[C:13]#[N:14])[CH:9]=2)[NH:4][N:3]=1.[NH2:18][C:19]([C:23]([F:26])([F:25])[F:24])=[CH:20][C:21]#[N:22].C(N(CC)CC)C. (10) Given the product [Br:31][C:32]1[CH:37]=[C:36]([CH2:38][C@H:9](/[N:8]=[C:7]2\[C:2]([OH:1])([CH3:20])[CH:3]3[CH2:17][CH:5]([CH2:6]\2)[C:4]3([CH3:18])[CH3:19])[C:10](=[O:12])[CH3:21])[CH:35]=[CH:34][C:33]=1[C:40]([P:43](=[O:50])([O:47][CH2:48][CH3:49])[O:44][CH2:45][CH3:46])([F:42])[F:41], predict the reactants needed to synthesize it. The reactants are: [OH:1][C:2]1([CH3:20])[C:7](=[N:8][CH2:9][C:10]([O:12]C(C)(C)C)=O)[CH2:6][CH:5]2[CH2:17][CH:3]1[C:4]2([CH3:19])[CH3:18].[CH3:21][Si](C)(C)[N-][Si](C)(C)C.[Li+].[Br:31][C:32]1[CH:37]=[C:36]([CH2:38]Br)[CH:35]=[CH:34][C:33]=1[C:40]([P:43](=[O:50])([O:47][CH2:48][CH3:49])[O:44][CH2:45][CH3:46])([F:42])[F:41].[Cl-].[NH4+].